Task: Predict the reaction yield, written as a fraction of the theoretical maximum amount of product (1.0 means a 100% yield; for example, 0.34 means a 34% yield).. Dataset: Reaction yield outcomes from USPTO patents with 853,638 reactions (1) The reactants are [Cl:1][C:2]1[CH:10]=[C:6]([C:7]([OH:9])=O)[C:5]([OH:11])=[CH:4][CH:3]=1.[NH2:12][C:13]1[CH:14]=[C:15]([C:21]2[CH:26]=[CH:25][CH:24]=[CH:23][CH:22]=2)[CH:16]=[CH:17][C:18]=1[O:19][CH3:20]. No catalyst specified. The product is [Cl:1][C:2]1[CH:3]=[CH:4][C:5]([OH:11])=[C:6]([CH:10]=1)[C:7]([NH:12][C:13]1[CH:14]=[C:15]([C:21]2[CH:22]=[CH:23][CH:24]=[CH:25][CH:26]=2)[CH:16]=[CH:17][C:18]=1[O:19][CH3:20])=[O:9]. The yield is 0.370. (2) The reactants are [Cl:1][C:2]1[C:6]([Cl:7])=[C:5]([CH3:8])[NH:4][C:3]=1[C:9]([NH:11][C@@H:12]1[CH2:17][CH2:16][N:15]([C:18]([O:20][CH2:21][C:22]2[CH:27]=[CH:26][CH:25]=[CH:24][CH:23]=2)=[O:19])[CH2:14][C@@H:13]1[N:28]1[CH:32]=[C:31]([CH2:33]O)[N:30]=[N:29]1)=[O:10].CCN(S(F)(F)[F:41])CC. The catalyst is C(Cl)Cl. The product is [Cl:1][C:2]1[C:6]([Cl:7])=[C:5]([CH3:8])[NH:4][C:3]=1[C:9]([NH:11][C@@H:12]1[CH2:17][CH2:16][N:15]([C:18]([O:20][CH2:21][C:22]2[CH:27]=[CH:26][CH:25]=[CH:24][CH:23]=2)=[O:19])[CH2:14][C@@H:13]1[N:28]1[CH:32]=[C:31]([CH2:33][F:41])[N:30]=[N:29]1)=[O:10]. The yield is 0.260. (3) The reactants are Cl[C:2]1[N:7]=[C:6]([NH:8][CH2:9][CH2:10][CH2:11][C:12]2[CH:17]=[CH:16][CH:15]=[C:14]([O:18][CH3:19])[CH:13]=2)[C:5]([Cl:20])=[CH:4][N:3]=1.[NH2:21][C:22]1[CH:23]=[C:24]([CH:27]=[CH:28][CH:29]=1)[CH2:25][OH:26].O.C1(C)C=CC(S(O)(=O)=O)=CC=1. The catalyst is O1CCOCC1. The product is [Cl:20][C:5]1[C:6]([NH:8][CH2:9][CH2:10][CH2:11][C:12]2[CH:17]=[CH:16][CH:15]=[C:14]([O:18][CH3:19])[CH:13]=2)=[N:7][C:2]([NH:21][C:22]2[CH:23]=[C:24]([CH2:25][OH:26])[CH:27]=[CH:28][CH:29]=2)=[N:3][CH:4]=1. The yield is 0.790. (4) The reactants are [CH3:1][C:2]1[C:10]([N+:11]([O-:13])=[O:12])=[CH:9][CH:8]=[CH:7][C:3]=1[C:4]([OH:6])=[O:5].[Br:14]N1C(C)(C)C(=O)N(Br)C1=O. The catalyst is OS(O)(=O)=O. The product is [Br:14][C:8]1[CH:9]=[C:10]([N+:11]([O-:13])=[O:12])[C:2]([CH3:1])=[C:3]([CH:7]=1)[C:4]([OH:6])=[O:5]. The yield is 1.00. (5) The reactants are [C:1]12([CH3:11])[C:8]([CH3:10])([CH3:9])[CH:5]([CH2:6][CH2:7]1)[CH2:4][C:2]2=O.[H-].[Na+].O.[CH3:15]CCCC. The catalyst is [Br-].C[P+](C1C=CC=CC=1)(C1C=CC=CC=1)C1C=CC=CC=1.CS(C)=O. The product is [CH2:15]=[C:2]1[CH2:4][CH:5]2[C:8]([CH3:10])([CH3:9])[C:1]1([CH3:11])[CH2:7][CH2:6]2. The yield is 0.360.